From a dataset of Caco-2 cell permeability data measuring drug intestinal absorption for ~900 compounds. Regression/Classification. Given a drug SMILES string, predict its absorption, distribution, metabolism, or excretion properties. Task type varies by dataset: regression for continuous measurements (e.g., permeability, clearance, half-life) or binary classification for categorical outcomes (e.g., BBB penetration, CYP inhibition). For this dataset (caco2_wang), we predict Y. (1) The compound is CC(C)CNC(=O)[C@H](C)NC[C@H](Cc1ccccc1)NC(=O)c1cc(CCC2C[C@@H]2C)cc(N(C)S(C)(=O)=O)c1. The Y is -4.62 log Papp (cm/s). (2) The molecule is CNCCC(Oc1ccc(C)cc1)c1ccccc1. The Y is -4.55 log Papp (cm/s). (3) The compound is Cc1cc(C[C@H](NS(=O)(=O)c2ccccc2)c2nc3ccccc3[nH]2)ccc1[C@@H]1CC(=O)N=S1(=O)[O-]. The Y is -6.40 log Papp (cm/s). (4) The drug is NCc1cccc(Cc2ncccn2)c1. The Y is -4.60 log Papp (cm/s). (5) The compound is C[C@@H]1NC(=O)[C@@H](C)N(C)C(=O)[C@@H](C)N(C)C(=O)[C@H](C)NC(=O)[C@H](C)N(C)C(=O)[C@@H](C)N(C)C1=O. The Y is -5.30 log Papp (cm/s). (6) The drug is CCCCCC[C@H](NC(C)=O)C(=O)N[C@@H](Cc1ccc(O)cc1)C(=O)NCC(=O)NCC(=O)N[C@@H](Cc1ccccc1)C(=O)N[C@@H](CC(C)C)C(N)=O. The Y is -5.97 log Papp (cm/s).